Dataset: Forward reaction prediction with 1.9M reactions from USPTO patents (1976-2016). Task: Predict the product of the given reaction. (1) Given the reactants [O:1]1[CH2:5][CH2:4][CH2:3][CH:2]1[C:6]([O:8][CH3:9])=[O:7].[CH:10]([N-]C(C)C)(C)[CH3:11].[Li+].ICC, predict the reaction product. The product is: [CH2:10]([C:2]1([C:6]([O:8][CH3:9])=[O:7])[CH2:3][CH2:4][CH2:5][O:1]1)[CH3:11]. (2) Given the reactants [CH:1]([C:3]1[CH:8]=[CH:7][C:6]([C:9]2[C:17]3[C:12](=[CH:13][C:14]([NH:18][S:19]([CH3:22])(=[O:21])=[O:20])=[CH:15][CH:16]=3)[N:11]([CH:23]([CH3:25])[CH3:24])[CH:10]=2)=[CH:5][CH:4]=1)=O.Cl.[NH2:27][OH:28].C(O)C.O1CCCC1, predict the reaction product. The product is: [OH:28][N:27]=[CH:1][C:3]1[CH:8]=[CH:7][C:6]([C:9]2[C:17]3[C:12](=[CH:13][C:14]([NH:18][S:19]([CH3:22])(=[O:21])=[O:20])=[CH:15][CH:16]=3)[N:11]([CH:23]([CH3:25])[CH3:24])[CH:10]=2)=[CH:5][CH:4]=1.